Dataset: Experimentally validated miRNA-target interactions with 360,000+ pairs, plus equal number of negative samples. Task: Binary Classification. Given a miRNA mature sequence and a target amino acid sequence, predict their likelihood of interaction. (1) The miRNA is hsa-miR-363-5p with sequence CGGGUGGAUCACGAUGCAAUUU. Result: 0 (no interaction). The protein sequence of the target gene is MQSESGIVPDFEVGEEFHEEPKTYYELKSQPLKSSSSAEHPGASKPPISSSSMTSRILLRQQLMREQMQEQERREQQQKLQAAQFMQQRVPVSQTPAINVSVPTTLPSATQVPMEVLKVQTHLENPTKYHIQQAQRQQVKQYLSTTLANKHANQVLSLPCPNQPGDHVMPPVPGSSAPNSPMAMLTLNSNCEKEGFYKFEEQNRAESECPGMNTHSRASCMQMDDVIDDIISLESSYNEEILGLMDPALQMANTLPVSGNLIDLYGNQGLPPPGLTISNSCPANLPNIKRELTACIFPTE.... (2) The miRNA is hsa-miR-4786-5p with sequence UGAGACCAGGACUGGAUGCACC. Result: 0 (no interaction). The protein sequence of the target gene is MVRLAAELLLLLGLLLLTLHITVLRGSGAADGPDAAAGNASQAQLQNNLNVGSDTTSETSFSLSKEAPREHLDHQAAHQPFPRPRFRQETGHPSLQRDFPRSFLLDLPNFPDLSKADINGQNPNIQVTIEVVDGPDSEADKDQHPENKPSWSVPSPDWRAWWQRSLSLARANSGDQDYKYDSTSDDSNFLNPPRGWDHTAPGHRTFETKDQPEYDSTDGEGDWSLWSVCSVTCGNGNQKRTRSCGYACTATESRTCDRPNCPGIEDTFRTAATEVSLLAGSEEFNATKLFEVDTDSCERW....